Dataset: Forward reaction prediction with 1.9M reactions from USPTO patents (1976-2016). Task: Predict the product of the given reaction. (1) Given the reactants ClC1C(F)=C([C@@H]2[C@@]3(C4C=NC(C)=CC=4NC3=O)[C@H](CC(C)(C)C)N3CN([C:15]4[CH:23]=[CH:22][C:18]([C:19](O)=[O:20])=[CH:17][C:16]=4[O:24][CH3:25])C(=O)[C@@H]23)C=CC=1.[OH-].[NH4+:45], predict the reaction product. The product is: [CH3:25][O:24][C:16]1[CH:17]=[C:18]([CH:22]=[CH:23][CH:15]=1)[C:19]([NH2:45])=[O:20]. (2) Given the reactants [CH3:1][C:2]1[C:7]([CH2:8][O:9][C:10]2[CH:11]=[C:12]3[C:16](=[CH:17][CH:18]=2)[CH2:15][C@H:14]([NH:19][S:20]([CH:23]([CH3:25])[CH3:24])(=[O:22])=[O:21])[CH2:13]3)=[CH:6][CH:5]=[CH:4][N:3]=1.[ClH:26], predict the reaction product. The product is: [ClH:26].[CH3:1][C:2]1[C:7]([CH2:8][O:9][C:10]2[CH:11]=[C:12]3[C:16](=[CH:17][CH:18]=2)[CH2:15][C@H:14]([NH:19][S:20]([CH:23]([CH3:25])[CH3:24])(=[O:21])=[O:22])[CH2:13]3)=[CH:6][CH:5]=[CH:4][N:3]=1. (3) Given the reactants OO.[OH:3][C:4]([CH3:39])([CH3:38])[CH2:5][C@@:6]1([C:32]2[CH:37]=[CH:36][CH:35]=[CH:34][CH:33]=2)[O:11][C:10](=[O:12])[N:9]([C@H:13]([C:15]2[CH:20]=[CH:19][C:18]([C:21]3[CH:22]=[CH:23][C:24]([C:27]([CH3:31])([CH3:30])[C:28]#[N:29])=[N:25][CH:26]=3)=[CH:17][CH:16]=2)[CH3:14])[CH2:8][CH2:7]1.C([O-])([O-])=[O:41].[K+].[K+].[O-]S([O-])(=S)=O.[Na+].[Na+], predict the reaction product. The product is: [OH:3][C:4]([CH3:38])([CH3:39])[CH2:5][C@@:6]1([C:32]2[CH:33]=[CH:34][CH:35]=[CH:36][CH:37]=2)[O:11][C:10](=[O:12])[N:9]([C@H:13]([C:15]2[CH:20]=[CH:19][C:18]([C:21]3[CH:22]=[CH:23][C:24]([C:27]([CH3:30])([CH3:31])[C:28]([NH2:29])=[O:41])=[N:25][CH:26]=3)=[CH:17][CH:16]=2)[CH3:14])[CH2:8][CH2:7]1. (4) Given the reactants [OH:1][C:2]1[CH:9]=[CH:8][C:5]([CH2:6][OH:7])=[CH:4][CH:3]=1.[C:10]([O-:13])([O-])=O.[K+].[K+].[C:16](#[N:18])[CH3:17], predict the reaction product. The product is: [CH3:10][O:13]/[N:18]=[C:16](/[C:2]1[CH:9]=[CH:8][CH:5]=[CH:4][CH:3]=1)\[CH2:17][O:1][C:2]1[CH:9]=[CH:8][C:5]([CH2:6][OH:7])=[CH:4][CH:3]=1. (5) Given the reactants [Cl:1][C:2]1[CH:10]=[C:9]2[C:5]([C:6](=O)[C:7](=[O:19])[N:8]2[CH:11]([CH2:15][CH:16]([CH3:18])[CH3:17])[C:12]([OH:14])=[O:13])=[CH:4][CH:3]=1.O.NN, predict the reaction product. The product is: [Cl:1][C:2]1[CH:10]=[C:9]2[C:5]([CH2:6][C:7](=[O:19])[N:8]2[CH:11]([CH2:15][CH:16]([CH3:17])[CH3:18])[C:12]([OH:14])=[O:13])=[CH:4][CH:3]=1. (6) Given the reactants C([O:8][C:9]1[CH:14]=[CH:13][C:12]([N+:15]([O-])=O)=[CH:11][C:10]=1[C:18]([F:21])([F:20])[F:19])C1C=CC=CC=1, predict the reaction product. The product is: [NH2:15][C:12]1[CH:13]=[CH:14][C:9]([OH:8])=[C:10]([C:18]([F:19])([F:20])[F:21])[CH:11]=1.